Dataset: Peptide-MHC class II binding affinity with 134,281 pairs from IEDB. Task: Regression. Given a peptide amino acid sequence and an MHC pseudo amino acid sequence, predict their binding affinity value. This is MHC class II binding data. (1) The peptide sequence is LQFRRIRGPRASVIP. The MHC is DRB1_1101 with pseudo-sequence DRB1_1101. The binding affinity (normalized) is 0.485. (2) The peptide sequence is LGHDGTVWAQSADFP. The MHC is DRB1_0401 with pseudo-sequence DRB1_0401. The binding affinity (normalized) is 0.523. (3) The peptide sequence is GGACGYKDVDKPPFS. The binding affinity (normalized) is 0.0527. The MHC is HLA-DQA10301-DQB10302 with pseudo-sequence HLA-DQA10301-DQB10302. (4) The binding affinity (normalized) is 0.522. The peptide sequence is GCGLFGKGSIVACAK. The MHC is HLA-DQA10102-DQB10501 with pseudo-sequence HLA-DQA10102-DQB10501. (5) The peptide sequence is IGSFFYFPSIGMQRT. The MHC is HLA-DQA10301-DQB10302 with pseudo-sequence HLA-DQA10301-DQB10302. The binding affinity (normalized) is 0.180. (6) The peptide sequence is IDSSYFANVLAKKMP. The MHC is DRB1_0301 with pseudo-sequence DRB1_0301. The binding affinity (normalized) is 0.129. (7) The peptide sequence is GSQLIWDRALGLPLE. The MHC is DRB1_1201 with pseudo-sequence DRB1_1201. The binding affinity (normalized) is 0.317.